Dataset: Reaction yield outcomes from USPTO patents with 853,638 reactions. Task: Predict the reaction yield, written as a fraction of the theoretical maximum amount of product (1.0 means a 100% yield; for example, 0.34 means a 34% yield). The reactants are C[O:2][C:3](=[O:20])[CH:4]([C:11]1[CH:16]=[CH:15][C:14]([S:17][CH3:18])=[C:13]([Cl:19])[CH:12]=1)[CH2:5][CH:6]1[CH2:10][CH2:9][CH2:8][CH2:7]1.[OH-].[K+]. The catalyst is C(O)C.O. The product is [Cl:19][C:13]1[CH:12]=[C:11]([CH:4]([CH2:5][CH:6]2[CH2:10][CH2:9][CH2:8][CH2:7]2)[C:3]([OH:20])=[O:2])[CH:16]=[CH:15][C:14]=1[S:17][CH3:18]. The yield is 0.894.